Task: Predict the reactants needed to synthesize the given product.. Dataset: Full USPTO retrosynthesis dataset with 1.9M reactions from patents (1976-2016) (1) Given the product [NH2:13][C:8]1[CH:9]=[CH:10][CH:11]=[CH:12][C:7]=1[C:6]([N:5]([C@@H:4]([C:1](=[O:3])[NH2:2])[C:30]1[CH:31]=[CH:32][CH:33]=[CH:34][CH:35]=1)[C@H:17]1[C:25]2[C:20](=[CH:21][CH:22]=[C:23]([C:26]([F:27])([F:28])[F:29])[CH:24]=2)[CH2:19][CH2:18]1)=[O:16], predict the reactants needed to synthesize it. The reactants are: [C:1]([C@@H:4]([C:30]1[CH:35]=[CH:34][CH:33]=[CH:32][CH:31]=1)[N:5]([C@H:17]1[C:25]2[C:20](=[CH:21][CH:22]=[C:23]([C:26]([F:29])([F:28])[F:27])[CH:24]=2)[CH2:19][CH2:18]1)[C:6](=[O:16])[C:7]1[CH:12]=[CH:11][CH:10]=[CH:9][C:8]=1[N+:13]([O-])=O)(=[O:3])[NH2:2]. (2) Given the product [Cl:1][C:2]1[N:6]([C:18]2[CH:19]=[C:14]([Cl:13])[N:15]=[CH:16][N:17]=2)[C:5]2[CH:7]=[CH:8][CH:9]=[CH:10][C:4]=2[N:3]=1, predict the reactants needed to synthesize it. The reactants are: [Cl:1][C:2]1[NH:6][C:5]2[CH:7]=[CH:8][CH:9]=[CH:10][C:4]=2[N:3]=1.[H-].[Na+].[Cl:13][C:14]1[CH:19]=[C:18](Cl)[N:17]=[CH:16][N:15]=1.O. (3) Given the product [N:16]1[CH:17]=[CH:18][CH:19]=[N:20][C:15]=1[C:8]1[CH:9]=[CH:10][C:5]([C:3]([O:2][CH3:1])=[O:4])=[CH:6][CH:7]=1, predict the reactants needed to synthesize it. The reactants are: [CH3:1][O:2][C:3]([C:5]1[CH:10]=[CH:9][C:8](B(O)O)=[CH:7][CH:6]=1)=[O:4].Br[C:15]1[N:20]=[CH:19][CH:18]=[CH:17][N:16]=1.C([O-])([O-])=O.[Na+].[Na+].